Dataset: Forward reaction prediction with 1.9M reactions from USPTO patents (1976-2016). Task: Predict the product of the given reaction. Given the reactants [CH2:1]([O:3][C:4]1[CH:9]=[CH:8][N:7]=[CH:6][C:5]=1[NH2:10])[CH3:2].C(N(C(C)C)CC)(C)C.Cl[C:21](Cl)([O:23]C(=O)OC(Cl)(Cl)Cl)Cl.[CH3:32][O:33][C:34]1[CH:35]=[C:36]([C@@:42]23[CH2:50][CH2:49][C@@H:48]([NH2:51])[CH2:47][C@@H:46]2[N:45]([CH3:52])[CH2:44][CH2:43]3)[CH:37]=[CH:38][C:39]=1[O:40][CH3:41], predict the reaction product. The product is: [CH3:32][O:33][C:34]1[CH:35]=[C:36]([C@@:42]23[CH2:50][CH2:49][C@@H:48]([NH:51][C:21]([NH:10][C:5]4[CH:6]=[N:7][CH:8]=[CH:9][C:4]=4[O:3][CH2:1][CH3:2])=[O:23])[CH2:47][C@@H:46]2[N:45]([CH3:52])[CH2:44][CH2:43]3)[CH:37]=[CH:38][C:39]=1[O:40][CH3:41].